Dataset: Full USPTO retrosynthesis dataset with 1.9M reactions from patents (1976-2016). Task: Predict the reactants needed to synthesize the given product. (1) The reactants are: C(OC([N:8]1[CH2:12][CH2:11][CH2:10][C@@H:9]1[CH2:13][C:14]([OH:16])=[O:15])=O)(C)(C)C.O1CCO[CH2:19][CH2:18]1.[ClH:23]. Given the product [ClH:23].[CH2:18]([O:16][C:14](=[O:15])[CH2:13][C@H:9]1[CH2:10][CH2:11][CH2:12][NH:8]1)[CH3:19], predict the reactants needed to synthesize it. (2) Given the product [CH3:22][O:21][N:20]([CH3:19])[C:4](=[O:17])[CH2:5][CH2:6][C:7]([C:10]1[CH:11]=[CH:12][C:13]([F:16])=[CH:14][CH:15]=1)([CH3:8])[CH3:9], predict the reactants needed to synthesize it. The reactants are: C(O[C:4](=[O:17])[CH2:5][CH2:6][C:7]([C:10]1[CH:15]=[CH:14][C:13]([F:16])=[CH:12][CH:11]=1)([CH3:9])[CH3:8])C.Cl.[CH3:19][NH:20][O:21][CH3:22].C([Mg]Cl)(C)C. (3) Given the product [C:2]([C:7]1[CH:8]=[C:9]([P:13]([C:20]2[CH:25]=[CH:24][CH:23]=[CH:22][CH:21]=2)[C:14]2[CH:19]=[CH:18][CH:17]=[CH:16][CH:15]=2)[CH:10]=[CH:11][CH:12]=1)(=[O:3])[CH3:1], predict the reactants needed to synthesize it. The reactants are: [CH3:1][C:2]1([C:7]2[CH:8]=[C:9]([P:13]([C:20]3[CH:25]=[CH:24][CH:23]=[CH:22][CH:21]=3)[C:14]3[CH:19]=[CH:18][CH:17]=[CH:16][CH:15]=3)[CH:10]=[CH:11][CH:12]=2)OCC[O:3]1.C1(C)C=CC(S(O)(=O)=O)=CC=1.C([O-])(O)=O.[Na+].